Dataset: Reaction yield outcomes from USPTO patents with 853,638 reactions. Task: Predict the reaction yield, written as a fraction of the theoretical maximum amount of product (1.0 means a 100% yield; for example, 0.34 means a 34% yield). The reactants are [S:1]1[CH:5]=[CH:4][CH:3]=[C:2]1[Li].[N:7]12[CH2:14][CH2:13][C:10]([C:15]([O:17]CC)=O)([CH2:11][CH2:12]1)[CH2:9][CH2:8]2. The catalyst is C1COCC1. The product is [N:7]12[CH2:8][CH2:9][C:10]([C:15]([C:2]3[S:1][CH:5]=[CH:4][CH:3]=3)([C:2]3[S:1][CH:5]=[CH:4][CH:3]=3)[OH:17])([CH2:11][CH2:12]1)[CH2:13][CH2:14]2. The yield is 0.595.